This data is from NCI-60 drug combinations with 297,098 pairs across 59 cell lines. The task is: Regression. Given two drug SMILES strings and cell line genomic features, predict the synergy score measuring deviation from expected non-interaction effect. (1) Drug 1: CCC1(CC2CC(C3=C(CCN(C2)C1)C4=CC=CC=C4N3)(C5=C(C=C6C(=C5)C78CCN9C7C(C=CC9)(C(C(C8N6C)(C(=O)OC)O)OC(=O)C)CC)OC)C(=O)OC)O.OS(=O)(=O)O. Drug 2: C(CCl)NC(=O)N(CCCl)N=O. Cell line: PC-3. Synergy scores: CSS=5.60, Synergy_ZIP=-2.09, Synergy_Bliss=-1.73, Synergy_Loewe=2.43, Synergy_HSA=0.235. (2) Drug 1: CCC1(CC2CC(C3=C(CCN(C2)C1)C4=CC=CC=C4N3)(C5=C(C=C6C(=C5)C78CCN9C7C(C=CC9)(C(C(C8N6C=O)(C(=O)OC)O)OC(=O)C)CC)OC)C(=O)OC)O.OS(=O)(=O)O. Drug 2: C1C(C(OC1N2C=NC(=NC2=O)N)CO)O. Cell line: MDA-MB-231. Synergy scores: CSS=5.22, Synergy_ZIP=-2.13, Synergy_Bliss=-3.33, Synergy_Loewe=-3.26, Synergy_HSA=-2.67. (3) Drug 1: CC(C)(C#N)C1=CC(=CC(=C1)CN2C=NC=N2)C(C)(C)C#N. Drug 2: COC1=C2C(=CC3=C1OC=C3)C=CC(=O)O2. Cell line: EKVX. Synergy scores: CSS=5.52, Synergy_ZIP=-3.06, Synergy_Bliss=-1.52, Synergy_Loewe=-1.70, Synergy_HSA=0.148. (4) Drug 1: COC1=C(C=C2C(=C1)N=CN=C2NC3=CC(=C(C=C3)F)Cl)OCCCN4CCOCC4. Drug 2: CCCS(=O)(=O)NC1=C(C(=C(C=C1)F)C(=O)C2=CNC3=C2C=C(C=N3)C4=CC=C(C=C4)Cl)F. Cell line: OVCAR3. Synergy scores: CSS=32.2, Synergy_ZIP=-1.68, Synergy_Bliss=4.65, Synergy_Loewe=-2.32, Synergy_HSA=3.84. (5) Drug 2: C1=CN(C=N1)CC(O)(P(=O)(O)O)P(=O)(O)O. Drug 1: CC12CCC3C(C1CCC2O)C(CC4=C3C=CC(=C4)O)CCCCCCCCCS(=O)CCCC(C(F)(F)F)(F)F. Cell line: MCF7. Synergy scores: CSS=4.01, Synergy_ZIP=-1.21, Synergy_Bliss=-4.21, Synergy_Loewe=-3.70, Synergy_HSA=-6.50.